Dataset: Forward reaction prediction with 1.9M reactions from USPTO patents (1976-2016). Task: Predict the product of the given reaction. (1) Given the reactants Br[C:2]1[CH:3]=[CH:4][C:5]([Cl:13])=[C:6]([CH:12]=1)[C:7]([O:9][CH2:10][CH3:11])=[O:8].O.[F:15][C:16]1[CH:21]=[CH:20][C:19](B(O)O)=[CH:18][CH:17]=1.C(=O)([O-])[O-].[Na+].[Na+], predict the reaction product. The product is: [Cl:13][C:5]1[CH:4]=[CH:3][C:2]([C:19]2[CH:20]=[CH:21][C:16]([F:15])=[CH:17][CH:18]=2)=[CH:12][C:6]=1[C:7]([O:9][CH2:10][CH3:11])=[O:8]. (2) Given the reactants [CH2:1]([N:8]1[CH2:13][C@@H:12]([N+:14]([O-:16])=[O:15])[C@H:11]([C:17]2[CH:22]=[C:21]([F:23])[CH:20]=[CH:19][C:18]=2[F:24])[CH2:10][C:9]1=O)[C:2]1[CH:7]=[CH:6][CH:5]=[CH:4][CH:3]=1.CSC.B.[ClH:30], predict the reaction product. The product is: [ClH:30].[CH2:1]([N:8]1[CH2:9][CH2:10][C@@H:11]([C:17]2[CH:22]=[C:21]([F:23])[CH:20]=[CH:19][C:18]=2[F:24])[C@H:12]([N+:14]([O-:16])=[O:15])[CH2:13]1)[C:2]1[CH:7]=[CH:6][CH:5]=[CH:4][CH:3]=1.